From a dataset of NCI-60 drug combinations with 297,098 pairs across 59 cell lines. Regression. Given two drug SMILES strings and cell line genomic features, predict the synergy score measuring deviation from expected non-interaction effect. (1) Drug 1: C1=CC(=CC=C1C#N)C(C2=CC=C(C=C2)C#N)N3C=NC=N3. Drug 2: CC(C)NC(=O)C1=CC=C(C=C1)CNNC.Cl. Cell line: TK-10. Synergy scores: CSS=-3.79, Synergy_ZIP=0.591, Synergy_Bliss=-1.46, Synergy_Loewe=-2.73, Synergy_HSA=-3.32. (2) Drug 1: CC1C(C(CC(O1)OC2CC(CC3=C2C(=C4C(=C3O)C(=O)C5=C(C4=O)C(=CC=C5)OC)O)(C(=O)CO)O)N)O.Cl. Drug 2: C1CCC(C(C1)N)N.C(=O)(C(=O)[O-])[O-].[Pt+4]. Cell line: SF-295. Synergy scores: CSS=22.8, Synergy_ZIP=-3.52, Synergy_Bliss=-1.29, Synergy_Loewe=1.19, Synergy_HSA=1.75. (3) Drug 1: CC1CCC2CC(C(=CC=CC=CC(CC(C(=O)C(C(C(=CC(C(=O)CC(OC(=O)C3CCCCN3C(=O)C(=O)C1(O2)O)C(C)CC4CCC(C(C4)OC)O)C)C)O)OC)C)C)C)OC. Drug 2: CN(CC1=CN=C2C(=N1)C(=NC(=N2)N)N)C3=CC=C(C=C3)C(=O)NC(CCC(=O)O)C(=O)O. Cell line: A549. Synergy scores: CSS=25.2, Synergy_ZIP=3.11, Synergy_Bliss=1.49, Synergy_Loewe=-26.2, Synergy_HSA=-2.65. (4) Drug 1: C1=NC2=C(N=C(N=C2N1C3C(C(C(O3)CO)O)O)F)N. Drug 2: N.N.Cl[Pt+2]Cl. Cell line: A498. Synergy scores: CSS=35.5, Synergy_ZIP=-5.22, Synergy_Bliss=-0.231, Synergy_Loewe=-5.17, Synergy_HSA=-0.524.